From a dataset of Forward reaction prediction with 1.9M reactions from USPTO patents (1976-2016). Predict the product of the given reaction. (1) Given the reactants [C:1](Cl)(=O)C.[N+:5]([C:8]1[CH:16]=[CH:15][CH:14]=[C:10]([C:11]([OH:13])=[O:12])[C:9]=1[C:17]([OH:19])=[O:18])([O-:7])=[O:6], predict the reaction product. The product is: [CH3:1][O:12][C:11](=[O:13])[C:10]1[C:9](=[C:8]([N+:5]([O-:7])=[O:6])[CH:16]=[CH:15][CH:14]=1)[C:17]([OH:19])=[O:18]. (2) Given the reactants [Li]C(C)(C)C.C[C:7]1[CH:14]=[C:13]([CH:15]=[O:16])[CH:12]=[CH:11][C:8]=1[CH:9]=O.[NH4+].[Cl-].[OH:19][Li].O.C[CH2:23][O:24][CH2:25]C, predict the reaction product. The product is: [CH3:23][O:24]/[CH:25]=[CH:9]/[C:8]1[CH:7]=[CH:14][C:13]([C:15]([OH:16])=[O:19])=[CH:12][CH:11]=1. (3) Given the reactants [F:1][C:2]([F:15])([F:14])[S:3]([O:6]S(C(F)(F)F)(=O)=O)(=[O:5])=[O:4].[Cl:16][C:17]1[CH:22]=[C:21]([CH:23]([CH3:25])[CH3:24])[CH:20]=[CH:19][C:18]=1O, predict the reaction product. The product is: [Cl:16][C:17]1[CH:22]=[C:21]([CH:23]([CH3:25])[CH3:24])[CH:20]=[CH:19][C:18]=1[O:6][S:3]([C:2]([F:15])([F:14])[F:1])(=[O:5])=[O:4]. (4) The product is: [Br:1][C:2]1[CH:7]=[N:6][CH:5]=[C:4]([O:8][CH:16]([CH3:18])[CH3:17])[CH:3]=1. Given the reactants [Br:1][C:2]1[CH:3]=[C:4]([OH:8])[CH:5]=[N:6][CH:7]=1.C(=O)([O-])[O-].[K+].[K+].Br[CH:16]([CH3:18])[CH3:17], predict the reaction product.